From a dataset of Catalyst prediction with 721,799 reactions and 888 catalyst types from USPTO. Predict which catalyst facilitates the given reaction. (1) Reactant: C(OC([NH:8][C@@H:9]1[CH2:14][O:13][C@@H:12]([CH2:15][C:16]([O:18][CH3:19])=[O:17])[CH2:11][C@H:10]1[C:20]1[CH:25]=[CH:24][C:23]([C:26]([F:29])([F:28])[F:27])=[CH:22][CH:21]=1)=O)(C)(C)C.[ClH:30].O1CCOCC1. Product: [ClH:30].[NH2:8][C@@H:9]1[CH2:14][O:13][C@@H:12]([CH2:15][C:16]([O:18][CH3:19])=[O:17])[CH2:11][C@H:10]1[C:20]1[CH:25]=[CH:24][C:23]([C:26]([F:29])([F:27])[F:28])=[CH:22][CH:21]=1. The catalyst class is: 2. (2) Reactant: [CH2:1]([N:3]1[C:9](=[O:10])[C:8]([CH3:12])([CH3:11])[C:7](=[O:13])[N:6]([CH3:14])[C:5]2[CH:15]=[C:16](OS(C(F)(F)F)(=O)=O)[CH:17]=[CH:18][C:4]1=2)[CH3:2].[C:27]([O:31][CH2:32][CH3:33])(=[O:30])[CH:28]=[CH2:29].[Cl-].[Li+].C(N(CC)CC)C. Product: [CH2:32]([O:31][C:27](=[O:30])/[CH:28]=[CH:29]/[C:16]1[CH:17]=[CH:18][C:4]2[N:3]([CH2:1][CH3:2])[C:9](=[O:10])[C:8]([CH3:11])([CH3:12])[C:7](=[O:13])[N:6]([CH3:14])[C:5]=2[CH:15]=1)[CH3:33]. The catalyst class is: 3. (3) The catalyst class is: 23. Reactant: [C:1](/[C:3](=[C:9](/SC)\[N:10]1[CH2:15][CH2:14][CH2:13][CH2:12][CH2:11]1)/[C:4]([O:6]CC)=O)#[N:2].CS.C1CCN2C(=NCCC2)CC1.[CH3:31][NH:32][NH2:33]. Product: [CH3:31][N:32]1[C:9]([N:10]2[CH2:11][CH2:12][CH2:13][CH2:14][CH2:15]2)=[C:3]([C:1]#[N:2])[C:4](=[O:6])[NH:33]1. (4) Reactant: C[O:2][C:3](=[O:30])[C:4]([CH3:29])([CH3:28])[CH2:5][N:6]1[CH2:11][CH2:10][O:9][CH:8]([C:12]2[CH:17]=[CH:16][C:15]([O:18][CH2:19][C:20]3[C:25]([Cl:26])=[CH:24][CH:23]=[CH:22][C:21]=3[Cl:27])=[CH:14][CH:13]=2)[CH2:7]1.[Li+].[OH-].Cl. Product: [Cl:26][C:25]1[CH:24]=[CH:23][CH:22]=[C:21]([Cl:27])[C:20]=1[CH2:19][O:18][C:15]1[CH:14]=[CH:13][C:12]([CH:8]2[O:9][CH2:10][CH2:11][N:6]([CH2:5][C:4]([CH3:29])([CH3:28])[C:3]([OH:30])=[O:2])[CH2:7]2)=[CH:17][CH:16]=1. The catalyst class is: 20. (5) Reactant: [OH:1][CH2:2][C:3]1[C:8]2[S:9][CH:10]=[C:11]([CH2:12][CH2:13][OH:14])[C:7]=2[CH:6]=[CH:5][CH:4]=1.[CH3:15][O:16][C:17]([CH3:19])=[CH2:18].[C:20]1([CH3:30])C=CC(S(O)(=O)=O)=C[CH:21]=1.[NH+]1C=CC=CC=1.[C:37](=O)([O-])[OH:38].[Na+]. Product: [CH3:15][O:16][C:17]([CH3:19])([O:14][CH2:13][CH2:12][C:11]1[C:7]2[CH:6]=[CH:5][CH:4]=[C:3]([CH2:2][O:1][C:20]([O:38][CH3:37])([CH3:30])[CH3:21])[C:8]=2[S:9][CH:10]=1)[CH3:18]. The catalyst class is: 1. (6) Reactant: [C:1]([O:18]N1C(=O)CCC1=O)(=O)[CH2:2][CH2:3][CH2:4][CH2:5][CH2:6][CH2:7][CH2:8][CH2:9][CH2:10][CH2:11][CH2:12][CH2:13][CH2:14][CH2:15][CH3:16].[NH2:26][CH2:27][C:28]([OH:30])=[O:29].C(N(CC)CC)C.Cl. Product: [NH:26]([C:1]([CH2:2][CH2:3][CH2:4][CH2:5][CH2:6][CH2:7][CH2:8][CH2:9][CH2:10][CH2:11][CH2:12][CH2:13][CH2:14][CH2:15][CH3:16])=[O:18])[CH2:27][C:28]([OH:30])=[O:29]. The catalyst class is: 18.